Dataset: NCI-60 drug combinations with 297,098 pairs across 59 cell lines. Task: Regression. Given two drug SMILES strings and cell line genomic features, predict the synergy score measuring deviation from expected non-interaction effect. (1) Drug 1: CNC(=O)C1=CC=CC=C1SC2=CC3=C(C=C2)C(=NN3)C=CC4=CC=CC=N4. Drug 2: CC12CCC3C(C1CCC2=O)CC(=C)C4=CC(=O)C=CC34C. Cell line: HS 578T. Synergy scores: CSS=49.0, Synergy_ZIP=1.58, Synergy_Bliss=-0.494, Synergy_Loewe=-2.89, Synergy_HSA=-1.81. (2) Drug 1: CC1=CC=C(C=C1)C2=CC(=NN2C3=CC=C(C=C3)S(=O)(=O)N)C(F)(F)F. Drug 2: CN(CCCl)CCCl.Cl. Cell line: IGROV1. Synergy scores: CSS=15.3, Synergy_ZIP=-6.39, Synergy_Bliss=0.0239, Synergy_Loewe=-7.85, Synergy_HSA=-0.512. (3) Drug 1: CN(C(=O)NC(C=O)C(C(C(CO)O)O)O)N=O. Drug 2: C1CCC(C(C1)N)N.C(=O)(C(=O)[O-])[O-].[Pt+4]. Cell line: MDA-MB-435. Synergy scores: CSS=-5.56, Synergy_ZIP=6.16, Synergy_Bliss=-5.19, Synergy_Loewe=-21.5, Synergy_HSA=-13.7. (4) Drug 1: C1C(C(OC1N2C=C(C(=O)NC2=O)F)CO)O. Drug 2: C(=O)(N)NO. Cell line: SN12C. Synergy scores: CSS=6.14, Synergy_ZIP=-2.33, Synergy_Bliss=2.67, Synergy_Loewe=-19.6, Synergy_HSA=0.564.